Dataset: Peptide-MHC class I binding affinity with 185,985 pairs from IEDB/IMGT. Task: Regression. Given a peptide amino acid sequence and an MHC pseudo amino acid sequence, predict their binding affinity value. This is MHC class I binding data. (1) The peptide sequence is MRHNSREPY. The MHC is HLA-A03:01 with pseudo-sequence HLA-A03:01. The binding affinity (normalized) is 0.0847. (2) The peptide sequence is KLVALGINAV. The MHC is HLA-A02:03 with pseudo-sequence HLA-A02:03. The binding affinity (normalized) is 0.778. (3) The peptide sequence is HERPVILSL. The MHC is HLA-A31:01 with pseudo-sequence HLA-A31:01. The binding affinity (normalized) is 0.0847. (4) The peptide sequence is STTSQKTTW. The MHC is HLA-B15:17 with pseudo-sequence HLA-B15:17. The binding affinity (normalized) is 0.954. (5) The peptide sequence is RQDEVGTPF. The MHC is HLA-C05:01 with pseudo-sequence HLA-C05:01. The binding affinity (normalized) is 0.968. (6) The peptide sequence is KAFKSLKDL. The MHC is H-2-Db with pseudo-sequence H-2-Db. The binding affinity (normalized) is 0.186. (7) The peptide sequence is VICSFLVFLV. The MHC is HLA-A02:01 with pseudo-sequence HLA-A02:01. The binding affinity (normalized) is 0.527.